Task: Predict the reaction yield, written as a fraction of the theoretical maximum amount of product (1.0 means a 100% yield; for example, 0.34 means a 34% yield).. Dataset: Reaction yield outcomes from USPTO patents with 853,638 reactions (1) The catalyst is CO.[Pd]. The yield is 0.610. The reactants are C([O:8][C:9](=[O:22])[CH2:10][N:11]1[C:15]([C:16]2[CH:21]=[CH:20][CH:19]=[CH:18][CH:17]=2)=[CH:14][N:13]=[CH:12]1)C1C=CC=CC=1.[H][H]. The product is [C:16]1([C:15]2[N:11]([CH2:10][C:9]([OH:22])=[O:8])[CH:12]=[N:13][CH:14]=2)[CH:17]=[CH:18][CH:19]=[CH:20][CH:21]=1. (2) The reactants are [Cl:1][C:2]1[CH:3]=[C:4]([NH:10][C:11]2[CH:16]=[CH:15][C:14]([CH:17]3[CH2:22][CH2:21][NH:20][CH2:19][CH2:18]3)=[CH:13][N:12]=2)[C:5](=[O:9])[N:6]([CH3:8])[N:7]=1.[CH:23](=O)[CH3:24].C(O)(=O)C.C(O[BH-](OC(=O)C)OC(=O)C)(=O)C.[Na+].C([O-])(O)=O.[Na+]. The catalyst is O.C1COCC1. The product is [Cl:1][C:2]1[CH:3]=[C:4]([NH:10][C:11]2[CH:16]=[CH:15][C:14]([CH:17]3[CH2:22][CH2:21][N:20]([CH2:23][CH3:24])[CH2:19][CH2:18]3)=[CH:13][N:12]=2)[C:5](=[O:9])[N:6]([CH3:8])[N:7]=1. The yield is 0.620. (3) The reactants are Cl[C:2]1[N:3]=[CH:4][C:5]2[C:10]([CH:11]=1)=[CH:9][N:8]=[C:7]([CH:12]1[CH2:17][CH2:16][CH2:15][CH2:14][CH2:13]1)[CH:6]=2.[CH:18]1([C:21]([NH2:23])=[O:22])[CH2:20][CH2:19]1.C(=O)([O-])[O-].[Cs+].[Cs+].O1CCOCC1. The catalyst is C(OCC)(=O)C.CC(C1C=C(C(C)C)C(C2C(P(C3CCCCC3)C3CCCCC3)=C(OC)C=CC=2OC)=C(C(C)C)C=1)C. The product is [CH:12]1([C:7]2[CH:6]=[C:5]3[C:10]([CH:11]=[C:2]([NH:23][C:21]([CH:18]4[CH2:20][CH2:19]4)=[O:22])[N:3]=[CH:4]3)=[CH:9][N:8]=2)[CH2:17][CH2:16][CH2:15][CH2:14][CH2:13]1. The yield is 0.660. (4) The reactants are C([O:8][C:9]1[CH:26]=[CH:25][C:12]2[NH:13][C:14]([CH2:19][C:20]([O:22][CH2:23][CH3:24])=[O:21])=[N:15][S:16](=[O:18])(=[O:17])[C:11]=2[CH:10]=1)C1C=CC=CC=1.[H][H]. The catalyst is C(O)C.[Pd]. The product is [OH:8][C:9]1[CH:26]=[CH:25][C:12]2[NH:13][C:14]([CH2:19][C:20]([O:22][CH2:23][CH3:24])=[O:21])=[N:15][S:16](=[O:18])(=[O:17])[C:11]=2[CH:10]=1. The yield is 0.920. (5) The reactants are [C:1]1([CH2:7][CH:8]([O:13][C:14]2[CH:23]=[CH:22][C:21]3[C:16](=[CH:17][CH:18]=[C:19]([C:24]4[NH:25][C:26]([C:29]5[CH:34]=[CH:33][CH:32]=[CH:31][CH:30]=5)=[CH:27][CH:28]=4)[CH:20]=3)[CH:15]=2)[C:9]([O:11]C)=[O:10])[CH:6]=[CH:5][CH:4]=[CH:3][CH:2]=1.[OH-].[Na+].Cl. The catalyst is C1COCC1. The product is [C:1]1([CH2:7][CH:8]([O:13][C:14]2[CH:23]=[CH:22][C:21]3[C:16](=[CH:17][CH:18]=[C:19]([C:24]4[NH:25][C:26]([C:29]5[CH:34]=[CH:33][CH:32]=[CH:31][CH:30]=5)=[CH:27][CH:28]=4)[CH:20]=3)[CH:15]=2)[C:9]([OH:11])=[O:10])[CH:2]=[CH:3][CH:4]=[CH:5][CH:6]=1. The yield is 0.900. (6) The reactants are [CH2:1]([O:21][CH:22]([CH2:30][CH3:31])[C:23]([O:25][C:26]([CH3:29])([CH3:28])[CH3:27])=[O:24])[CH2:2][CH2:3][CH2:4]/[CH:5]=[CH:6]\[CH2:7]/[CH:8]=[CH:9]\[CH2:10]/[CH:11]=[CH:12]\[CH2:13]/[CH:14]=[CH:15]\[CH2:16]/[CH:17]=[CH:18]\[CH2:19][CH3:20].[CH:32](NC(C)C)(C)[CH3:33].[Li].C(I)C.[NH4+].[Cl-]. The catalyst is O1CCCC1. The product is [CH2:30]([C:22]([O:21][CH2:1][CH2:2][CH2:3][CH2:4]/[CH:5]=[CH:6]\[CH2:7]/[CH:8]=[CH:9]\[CH2:10]/[CH:11]=[CH:12]\[CH2:13]/[CH:14]=[CH:15]\[CH2:16]/[CH:17]=[CH:18]\[CH2:19][CH3:20])([CH2:32][CH3:33])[C:23]([O:25][C:26]([CH3:29])([CH3:28])[CH3:27])=[O:24])[CH3:31]. The yield is 0.670. (7) The reactants are O=[C:2]1[NH:6][C@H:5]([C:7]([O:9][C:10]([CH3:13])([CH3:12])[CH3:11])=[O:8])[CH2:4][C@H:3]1[CH2:14][CH2:15][CH2:16][C:17]1[CH:22]=[CH:21][CH:20]=[CH:19][CH:18]=1.COC1C=CC(P2(SP(C3C=CC(OC)=CC=3)(=S)S2)=[S:32])=CC=1. The catalyst is C1C=CC=CC=1. The product is [C:17]1([CH2:16][CH2:15][CH2:14][CH:3]2[C:2](=[S:32])[NH:6][C@H:5]([C:7]([O:9][C:10]([CH3:13])([CH3:12])[CH3:11])=[O:8])[CH2:4]2)[CH:22]=[CH:21][CH:20]=[CH:19][CH:18]=1. The yield is 0.900. (8) The reactants are [F:1][C:2]1[CH:7]=[C:6]([F:8])[CH:5]=[CH:4][C:3]=1[C@@H:9]1[CH2:13][NH:12][CH2:11][C@H:10]1[C:14]([O:16][CH3:17])=[O:15].C(N(C(C)C)CC)(C)C.[Cl:27][C:28]1[N:29]=[N:30][C:31](Cl)=[CH:32][CH:33]=1. The product is [Cl:27][C:28]1[N:29]=[N:30][C:31]([N:12]2[CH2:13][C@@H:9]([C:3]3[CH:4]=[CH:5][C:6]([F:8])=[CH:7][C:2]=3[F:1])[C@H:10]([C:14]([O:16][CH3:17])=[O:15])[CH2:11]2)=[CH:32][CH:33]=1. The catalyst is O1CCCC1. The yield is 0.780. (9) The reactants are Br[C:2]1[N:3]=[CH:4][C:5]([NH:8][C:9](=[O:28])[C@@H:10]([C:17]2[CH:22]=[CH:21][C:20]([S:23]([CH3:26])(=[O:25])=[O:24])=[C:19]([Cl:27])[CH:18]=2)[CH2:11][CH:12]2[CH2:16][CH2:15][CH2:14][CH2:13]2)=[N:6][CH:7]=1.[CH2:29]([OH:32])[C:30]#[CH:31].C(N(CC)C(C)C)(C)C. The catalyst is C1(C)C=CC=CC=1.[Cu]I.Cl[Pd](Cl)([P](C1C=CC=CC=1)(C1C=CC=CC=1)C1C=CC=CC=1)[P](C1C=CC=CC=1)(C1C=CC=CC=1)C1C=CC=CC=1. The product is [Cl:27][C:19]1[CH:18]=[C:17]([C@@H:10]([CH2:11][CH:12]2[CH2:16][CH2:15][CH2:14][CH2:13]2)[C:9]([NH:8][C:5]2[CH:4]=[N:3][C:2]([C:31]#[C:30][CH2:29][OH:32])=[CH:7][N:6]=2)=[O:28])[CH:22]=[CH:21][C:20]=1[S:23]([CH3:26])(=[O:25])=[O:24]. The yield is 0.570.